This data is from Full USPTO retrosynthesis dataset with 1.9M reactions from patents (1976-2016). The task is: Predict the reactants needed to synthesize the given product. (1) Given the product [NH2:9][C:10]1[N:15]=[C:14]([C:16]2[N:20]([CH2:21][O:22][CH2:23][CH2:24][Si:25]([CH3:28])([CH3:27])[CH3:26])[C:19]([C:29]3[CH:34]=[C:33]([Cl:35])[CH:32]=[CH:31][C:30]=3[CH3:36])=[C:18]([C:37]([O:39][CH2:40][CH3:41])=[O:38])[CH:17]=2)[C:13]([I:1])=[CH:12][N:11]=1, predict the reactants needed to synthesize it. The reactants are: [I:1]N1C(=O)CCC1=O.[NH2:9][C:10]1[N:15]=[C:14]([C:16]2[N:20]([CH2:21][O:22][CH2:23][CH2:24][Si:25]([CH3:28])([CH3:27])[CH3:26])[C:19]([C:29]3[CH:34]=[C:33]([Cl:35])[CH:32]=[CH:31][C:30]=3[CH3:36])=[C:18]([C:37]([O:39][CH2:40][CH3:41])=[O:38])[CH:17]=2)[CH:13]=[CH:12][N:11]=1. (2) Given the product [Br:19][CH2:1][C:2]1[CH:3]=[C:4]([CH:16]=[CH:17][CH:18]=1)[O:5][C:6]1[C:15]2[C:10](=[CH:11][CH:12]=[CH:13][CH:14]=2)[CH:9]=[CH:8][CH:7]=1, predict the reactants needed to synthesize it. The reactants are: [CH3:1][C:2]1[CH:3]=[C:4]([CH:16]=[CH:17][CH:18]=1)[O:5][C:6]1[C:15]2[C:10](=[CH:11][CH:12]=[CH:13][CH:14]=2)[CH:9]=[CH:8][CH:7]=1.[Br:19]N1C(=O)CCC1=O.